This data is from Full USPTO retrosynthesis dataset with 1.9M reactions from patents (1976-2016). The task is: Predict the reactants needed to synthesize the given product. Given the product [OH:17][C:3]([C:2]1[S:10][CH:12]=[C:13]([CH3:14])[N:1]=1)([CH3:9])[C:4]([O:6][CH2:7][CH3:8])=[O:5], predict the reactants needed to synthesize it. The reactants are: [NH2:1][C:2](=[S:10])[CH:3]([CH3:9])[C:4]([O:6][CH2:7][CH3:8])=[O:5].Cl[CH2:12][C:13](=O)[CH3:14].C([O-])(O)=[O:17].[Na+].